From a dataset of Forward reaction prediction with 1.9M reactions from USPTO patents (1976-2016). Predict the product of the given reaction. (1) Given the reactants [C:1]([CH2:3][C:4]([NH:6][CH2:7][CH2:8][CH2:9][CH2:10][CH2:11][C:12]([OH:14])=[O:13])=[O:5])#[N:2].[CH3:15][N:16]([CH3:27])[C:17]1[CH:18]=[C:19]([CH:22]=[CH:23][C:24]=1[O:25][CH3:26])[CH:20]=O.N1CCCCC1, predict the reaction product. The product is: [C:1]([C:3](=[CH:20][C:19]1[CH:22]=[CH:23][C:24]([O:25][CH3:26])=[C:17]([N:16]([CH3:27])[CH3:15])[CH:18]=1)[C:4]([NH:6][CH2:7][CH2:8][CH2:9][CH2:10][CH2:11][C:12]([OH:14])=[O:13])=[O:5])#[N:2]. (2) The product is: [CH3:1][O:2][C:3]1[C:4]([NH:14][C:15]([N:31]2[CH2:30][CH2:29][N:28]([C:23]3[CH:24]=[CH:25][CH:26]=[CH:27][C:22]=3[C:20]#[N:21])[CH2:33][CH2:32]2)=[O:19])=[N:5][C:6]2[C:11]([N:12]=1)=[CH:10][C:9]([CH3:13])=[CH:8][CH:7]=2. Given the reactants [CH3:1][O:2][C:3]1[C:4]([NH:14][C:15](=[O:19])OCC)=[N:5][C:6]2[C:11]([N:12]=1)=[CH:10][C:9]([CH3:13])=[CH:8][CH:7]=2.[C:20]([C:22]1[CH:27]=[CH:26][CH:25]=[CH:24][C:23]=1[N:28]1[CH2:33][CH2:32][NH:31][CH2:30][CH2:29]1)#[N:21], predict the reaction product.